Dataset: Reaction yield outcomes from USPTO patents with 853,638 reactions. Task: Predict the reaction yield, written as a fraction of the theoretical maximum amount of product (1.0 means a 100% yield; for example, 0.34 means a 34% yield). (1) The reactants are [H-].[Na+].[CH3:3][N:4]1[C:8]2[NH:9][C:10](=[O:13])[CH:11]=[CH:12][C:7]=2[C:6]([C:14]2[CH:19]=[CH:18][CH:17]=[CH:16][CH:15]=2)=[N:5]1.Br[CH2:21][C:22]([O:24][CH2:25][CH3:26])=[O:23]. The catalyst is CN(C=O)C. The product is [CH3:3][N:4]1[C:8]2=[N:9][C:10]([O:13][CH2:21][C:22]([O:24][CH2:25][CH3:26])=[O:23])=[CH:11][CH:12]=[C:7]2[C:6]([C:14]2[CH:19]=[CH:18][CH:17]=[CH:16][CH:15]=2)=[N:5]1. The yield is 0.790. (2) The reactants are C([O:3][C:4]([C:6]1[CH:7]=[C:8]2[C:13](=[CH:14][CH:15]=1)[NH:12][CH:11]([C:16]1[CH:21]=[CH:20][CH:19]=[C:18]([NH:22][C:23]([N:25]3[CH2:29][CH2:28][CH2:27][CH2:26]3)=[O:24])[CH:17]=1)[C:10]([CH3:31])([CH3:30])[CH2:9]2)=[O:5])C.Cl. The catalyst is CO.O1CCCC1.[OH-].[Na+].O. The product is [CH3:30][C:10]1([CH3:31])[CH2:9][C:8]2[C:13](=[CH:14][CH:15]=[C:6]([C:4]([OH:5])=[O:3])[CH:7]=2)[NH:12][CH:11]1[C:16]1[CH:21]=[CH:20][CH:19]=[C:18]([NH:22][C:23]([N:25]2[CH2:29][CH2:28][CH2:27][CH2:26]2)=[O:24])[CH:17]=1. The yield is 0.440.